From a dataset of Peptide-MHC class I binding affinity with 185,985 pairs from IEDB/IMGT. Regression. Given a peptide amino acid sequence and an MHC pseudo amino acid sequence, predict their binding affinity value. This is MHC class I binding data. (1) The peptide sequence is LLKWKKTDY. The MHC is HLA-B57:01 with pseudo-sequence HLA-B57:01. The binding affinity (normalized) is 0.0847. (2) The peptide sequence is YMHGSIHEV. The MHC is HLA-B44:02 with pseudo-sequence HLA-B44:02. The binding affinity (normalized) is 0.0847.